This data is from Peptide-MHC class I binding affinity with 185,985 pairs from IEDB/IMGT. The task is: Regression. Given a peptide amino acid sequence and an MHC pseudo amino acid sequence, predict their binding affinity value. This is MHC class I binding data. (1) The peptide sequence is ILKALGPAA. The MHC is HLA-B57:01 with pseudo-sequence HLA-B57:01. The binding affinity (normalized) is 0.0580. (2) The peptide sequence is GQTVEMSPF. The MHC is HLA-B58:01 with pseudo-sequence HLA-B58:01. The binding affinity (normalized) is 0.213. (3) The peptide sequence is VMWKCLIRL. The MHC is HLA-A02:06 with pseudo-sequence HLA-A02:06. The binding affinity (normalized) is 0.367. (4) The peptide sequence is EMKYALINLV. The MHC is HLA-A02:06 with pseudo-sequence HLA-A02:06. The binding affinity (normalized) is 0.150. (5) The peptide sequence is AGKRSLRPQP. The MHC is HLA-A30:01 with pseudo-sequence HLA-A30:01. The binding affinity (normalized) is 0.302. (6) The peptide sequence is FIVEHINAM. The MHC is HLA-B15:17 with pseudo-sequence HLA-B15:17. The binding affinity (normalized) is 0.0847. (7) The peptide sequence is GSVRYQVV. The MHC is H-2-Kb with pseudo-sequence H-2-Kb. The binding affinity (normalized) is 0.0172.